Dataset: Catalyst prediction with 721,799 reactions and 888 catalyst types from USPTO. Task: Predict which catalyst facilitates the given reaction. The catalyst class is: 5. Reactant: [CH3:1][C:2]([O:9][C:10]1[CH:15]=[CH:14][C:13]([O:16][CH2:17][CH2:18][C:19]2[N:20]=[C:21]([C:24]3[CH:29]=[CH:28][CH:27]=[CH:26][CH:25]=3)[O:22][CH:23]=2)=[CH:12][CH:11]=1)([CH3:8])[C:3]([O:5]CC)=[O:4].[OH-].[Na+:31]. Product: [CH3:8][C:2]([O:9][C:10]1[CH:11]=[CH:12][C:13]([O:16][CH2:17][CH2:18][C:19]2[N:20]=[C:21]([C:24]3[CH:29]=[CH:28][CH:27]=[CH:26][CH:25]=3)[O:22][CH:23]=2)=[CH:14][CH:15]=1)([CH3:1])[C:3]([O-:5])=[O:4].[Na+:31].